Task: Regression. Given a peptide amino acid sequence and an MHC pseudo amino acid sequence, predict their binding affinity value. This is MHC class I binding data.. Dataset: Peptide-MHC class I binding affinity with 185,985 pairs from IEDB/IMGT (1) The peptide sequence is TIYSHLLLV. The MHC is HLA-A02:02 with pseudo-sequence HLA-A02:02. The binding affinity (normalized) is 0.742. (2) The peptide sequence is FHARFVQAL. The MHC is HLA-B15:01 with pseudo-sequence HLA-B15:01. The binding affinity (normalized) is 0.0847. (3) The peptide sequence is ESIEDKFDY. The MHC is HLA-A11:01 with pseudo-sequence HLA-A11:01. The binding affinity (normalized) is 0.138. (4) The peptide sequence is TTELNIVDEI. The MHC is HLA-A02:02 with pseudo-sequence HLA-A02:02. The binding affinity (normalized) is 0.0236. (5) The peptide sequence is RLFFKCIYR. The MHC is HLA-B46:01 with pseudo-sequence HLA-B46:01. The binding affinity (normalized) is 0.0847. (6) The peptide sequence is GTFKSVAVK. The MHC is HLA-B48:01 with pseudo-sequence HLA-B48:01. The binding affinity (normalized) is 0.0847. (7) The peptide sequence is KVQEWYLSY. The MHC is HLA-B07:02 with pseudo-sequence HLA-B07:02. The binding affinity (normalized) is 0.203.